Dataset: Forward reaction prediction with 1.9M reactions from USPTO patents (1976-2016). Task: Predict the product of the given reaction. (1) Given the reactants [NH2:1][C:2]([CH3:17])([CH2:5][N:6]1[CH:16]=[C:9]2[N:10]=[C:11]([Br:15])[C:12]([Br:14])=[CH:13][C:8]2=[N:7]1)[C:3]#[N:4].[F:18][C:19]([F:30])([F:29])[C:20]1[CH:28]=[CH:27][C:23]([C:24](Cl)=[S:25])=[CH:22][CH:21]=1, predict the reaction product. The product is: [C:3]([C:2]([NH:1][C:24](=[S:25])[C:23]1[CH:22]=[CH:21][C:20]([C:19]([F:18])([F:29])[F:30])=[CH:28][CH:27]=1)([CH3:17])[CH2:5][N:6]1[CH:16]=[C:9]2[N:10]=[C:11]([Br:15])[C:12]([Br:14])=[CH:13][C:8]2=[N:7]1)#[N:4]. (2) Given the reactants [C:1]([O:5][C:6]([N:8]1[C:17]2[C:12](=[CH:13][C:14]([OH:18])=[CH:15][CH:16]=2)[CH2:11][CH2:10][CH2:9]1)=[O:7])([CH3:4])([CH3:3])[CH3:2].CC(C)=O.[Br:23][CH2:24][CH2:25][CH2:26][CH2:27]Br, predict the reaction product. The product is: [C:1]([O:5][C:6]([N:8]1[C:17]2[C:12](=[CH:13][C:14]([O:18][CH2:27][CH2:26][CH2:25][CH2:24][Br:23])=[CH:15][CH:16]=2)[CH2:11][CH2:10][CH2:9]1)=[O:7])([CH3:4])([CH3:2])[CH3:3]. (3) Given the reactants [NH2:1][C@H:2]([C:7]([OH:9])=[O:8])[CH2:3][CH:4]([CH3:6])[CH3:5].Cl[C:11]([O:13][CH2:14][CH2:15][O:16][CH3:17])=[O:12].O, predict the reaction product. The product is: [CH3:17][O:16][CH2:15][CH2:14][O:13][C:11]([NH:1][C@H:2]([C:7]([OH:9])=[O:8])[CH2:3][CH:4]([CH3:6])[CH3:5])=[O:12].